This data is from Full USPTO retrosynthesis dataset with 1.9M reactions from patents (1976-2016). The task is: Predict the reactants needed to synthesize the given product. (1) The reactants are: [Cl:1][C:2]1[CH:7]=[CH:6][CH:5]=[CH:4][C:3]=1[C:8]1[O:9][C:10]2[C:15]([C:16](=[O:18])[CH:17]=1)=[C:14]([O:19]C)[CH:13]=[C:12]([O:21]C)[C:11]=2[C@@H:23]1[CH2:27][CH2:26][N:25]([CH3:28])[C@H:24]1[CH2:29][N:30]1[CH:34]=[CH:33][N:32]=[CH:31]1.Cl.N1C=CC=CC=1. Given the product [Cl:1][C:2]1[CH:7]=[CH:6][CH:5]=[CH:4][C:3]=1[C:8]1[O:9][C:10]2[C:15]([C:16](=[O:18])[CH:17]=1)=[C:14]([OH:19])[CH:13]=[C:12]([OH:21])[C:11]=2[C@@H:23]1[CH2:27][CH2:26][N:25]([CH3:28])[C@H:24]1[CH2:29][N:30]1[CH:34]=[CH:33][N:32]=[CH:31]1, predict the reactants needed to synthesize it. (2) The reactants are: Cl.Cl.[NH:3]1[CH2:8][CH2:7][CH:6]([N:9]2[C:17]3[C:12](=[N:13][CH:14]=[CH:15][CH:16]=3)[NH:11][C:10]2=[O:18])[CH2:5][CH2:4]1.Cl[C:20]1[N:25]=[C:24]([C:26]([N:28]2[C:36]3[C:31](=[CH:32][C:33]([F:37])=[CH:34][CH:35]=3)[CH2:30][CH2:29]2)=[O:27])[CH:23]=[N:22][CH:21]=1.CCN(C(C)C)C(C)C.O. Given the product [F:37][C:33]1[CH:32]=[C:31]2[C:36](=[CH:35][CH:34]=1)[N:28]([C:26]([C:24]1[N:25]=[C:20]([N:3]3[CH2:4][CH2:5][CH:6]([N:9]4[C:17]5[C:12](=[N:13][CH:14]=[CH:15][CH:16]=5)[NH:11][C:10]4=[O:18])[CH2:7][CH2:8]3)[CH:21]=[N:22][CH:23]=1)=[O:27])[CH2:29][CH2:30]2, predict the reactants needed to synthesize it. (3) The reactants are: [CH3:1][S:2]([C:5]1[CH:13]=[CH:12][C:8]([C:9](O)=[O:10])=[CH:7][CH:6]=1)(=[O:4])=[O:3].O=S(Cl)[Cl:16].C1(C)C=CC=CC=1. Given the product [CH3:1][S:2]([C:5]1[CH:13]=[CH:12][C:8]([C:9]([Cl:16])=[O:10])=[CH:7][CH:6]=1)(=[O:4])=[O:3], predict the reactants needed to synthesize it. (4) Given the product [Br:1][C:2]1[N:7]=[CH:6][C:5]([CH2:8][NH:14][CH2:13][CH2:12][O:11][CH3:10])=[CH:4][CH:3]=1, predict the reactants needed to synthesize it. The reactants are: [Br:1][C:2]1[N:7]=[CH:6][C:5]([CH:8]=O)=[CH:4][CH:3]=1.[CH3:10][O:11][CH2:12][CH2:13][NH2:14].C(O[BH-](OC(=O)C)OC(=O)C)(=O)C.[Na+].[NH4+].[Cl-].